Task: Regression. Given two drug SMILES strings and cell line genomic features, predict the synergy score measuring deviation from expected non-interaction effect.. Dataset: NCI-60 drug combinations with 297,098 pairs across 59 cell lines (1) Drug 1: CC(C)CN1C=NC2=C1C3=CC=CC=C3N=C2N. Drug 2: CC12CCC3C(C1CCC2OP(=O)(O)O)CCC4=C3C=CC(=C4)OC(=O)N(CCCl)CCCl.[Na+]. Cell line: UO-31. Synergy scores: CSS=9.79, Synergy_ZIP=1.05, Synergy_Bliss=3.87, Synergy_Loewe=-2.96, Synergy_HSA=-2.97. (2) Drug 1: CC1CCC2CC(C(=CC=CC=CC(CC(C(=O)C(C(C(=CC(C(=O)CC(OC(=O)C3CCCCN3C(=O)C(=O)C1(O2)O)C(C)CC4CCC(C(C4)OC)OCCO)C)C)O)OC)C)C)C)OC. Drug 2: C1C(C(OC1N2C=NC(=NC2=O)N)CO)O. Cell line: SK-MEL-5. Synergy scores: CSS=-3.09, Synergy_ZIP=0.820, Synergy_Bliss=-1.31, Synergy_Loewe=-6.81, Synergy_HSA=-6.33. (3) Drug 1: CNC(=O)C1=CC=CC=C1SC2=CC3=C(C=C2)C(=NN3)C=CC4=CC=CC=N4. Drug 2: CC1=CC2C(CCC3(C2CCC3(C(=O)C)OC(=O)C)C)C4(C1=CC(=O)CC4)C. Cell line: UACC62. Synergy scores: CSS=0.916, Synergy_ZIP=-0.836, Synergy_Bliss=-1.89, Synergy_Loewe=-5.31, Synergy_HSA=-2.45. (4) Cell line: PC-3. Drug 1: CN(C)N=NC1=C(NC=N1)C(=O)N. Drug 2: CC=C1C(=O)NC(C(=O)OC2CC(=O)NC(C(=O)NC(CSSCCC=C2)C(=O)N1)C(C)C)C(C)C. Synergy scores: CSS=47.5, Synergy_ZIP=2.16, Synergy_Bliss=3.33, Synergy_Loewe=-35.3, Synergy_HSA=2.59. (5) Drug 1: C1=CC(=CC=C1CCCC(=O)O)N(CCCl)CCCl. Drug 2: CC1C(C(CC(O1)OC2CC(CC3=C2C(=C4C(=C3O)C(=O)C5=CC=CC=C5C4=O)O)(C(=O)C)O)N)O. Cell line: SN12C. Synergy scores: CSS=42.4, Synergy_ZIP=3.24, Synergy_Bliss=7.27, Synergy_Loewe=-15.4, Synergy_HSA=8.00.